Task: Predict the product of the given reaction.. Dataset: Forward reaction prediction with 1.9M reactions from USPTO patents (1976-2016) (1) The product is: [CH2:25]([N:19]1[CH2:18][CH2:17][N:16]([C:11]2[CH:12]=[CH:13][CH:14]=[CH:15][C:10]=2[CH:4]2[CH2:3][C:2]([CH3:22])([CH3:1])[CH2:7][C:6]([CH3:8])([CH3:9])[CH2:5]2)[CH2:21][CH2:20]1)[C:24]#[CH:23]. Given the reactants [CH3:1][C:2]1([CH3:22])[CH2:7][C:6]([CH3:9])([CH3:8])[CH2:5][CH:4]([C:10]2[CH:15]=[CH:14][CH:13]=[CH:12][C:11]=2[N:16]2[CH2:21][CH2:20][NH:19][CH2:18][CH2:17]2)[CH2:3]1.[CH2:23](Br)[C:24]#[CH:25].C(=O)([O-])[O-].[K+].[K+].C(=O)([O-])O.[Na+], predict the reaction product. (2) Given the reactants C(N(CC)C(C)C)(C)C.[C:10](Cl)(=[O:12])[CH3:11].[Cl:14][C:15]1[CH:16]=[C:17]([NH:22][C:23]2[C:32]3[C:27](=[CH:28][C:29]([O:40][CH3:41])=[CH:30][C:31]=3[O:33][CH2:34][C@H:35]3[CH2:39][CH2:38][CH2:37][NH:36]3)[N:26]=[CH:25][N:24]=2)[CH:18]=[CH:19][C:20]=1[F:21], predict the reaction product. The product is: [C:10]([N:36]1[CH2:37][CH2:38][CH2:39][C@@H:35]1[CH2:34][O:33][C:31]1[CH:30]=[C:29]([O:40][CH3:41])[CH:28]=[C:27]2[C:32]=1[C:23]([NH:22][C:17]1[CH:18]=[CH:19][C:20]([F:21])=[C:15]([Cl:14])[CH:16]=1)=[N:24][CH:25]=[N:26]2)(=[O:12])[CH3:11].